This data is from Forward reaction prediction with 1.9M reactions from USPTO patents (1976-2016). The task is: Predict the product of the given reaction. (1) The product is: [O:29]=[C:27]([N:45]1[CH2:46][CH2:47][N:42]([C:48](=[O:49])[C:50]2[CH:55]=[CH:54][CH:53]=[CH:52][C:51]=2[C:56]([F:59])([F:57])[F:58])[CH2:43][CH2:44]1)[CH2:26][NH:25][C:23]([C:20]1[CH:19]=[C:18]([C:13]2[CH:14]=[CH:15][CH:16]=[CH:17][C:12]=2[O:11][CH3:10])[NH:22][N:21]=1)=[O:24]. Given the reactants CCN(C(C)C)C(C)C.[CH3:10][O:11][C:12]1[CH:17]=[CH:16][CH:15]=[CH:14][C:13]=1[C:18]1[NH:22][N:21]=[C:20]([C:23]([NH:25][CH2:26][C:27]([OH:29])=O)=[O:24])[CH:19]=1.CCN=C=NCCCN(C)C.Cl.[N:42]1([C:48]([C:50]2[CH:55]=[CH:54][CH:53]=[CH:52][C:51]=2[C:56]([F:59])([F:58])[F:57])=[O:49])[CH2:47][CH2:46][NH:45][CH2:44][CH2:43]1, predict the reaction product. (2) Given the reactants [F:1][C:2]([F:40])([F:39])[C:3]1[CH:7]=[C:6]([C:8]([F:11])([F:10])[F:9])[N:5]([CH2:12][C:13]2[CH:18]=[CH:17][C:16]([NH:19][C:20](=[O:37])[C:21]3[C:22](=[C:32]([I:36])[CH:33]=[CH:34][CH:35]=3)[C:23]([NH:25][C:26]([CH3:31])([CH3:30])[CH2:27][S:28][CH3:29])=[O:24])=[C:15]([CH3:38])[CH:14]=2)[N:4]=1.ClC1C=CC=C(C(OO)=[O:49])C=1, predict the reaction product. The product is: [F:40][C:2]([F:1])([F:39])[C:3]1[CH:7]=[C:6]([C:8]([F:10])([F:9])[F:11])[N:5]([CH2:12][C:13]2[CH:18]=[CH:17][C:16]([NH:19][C:20](=[O:37])[C:21]3[C:22](=[C:32]([I:36])[CH:33]=[CH:34][CH:35]=3)[C:23]([NH:25][C:26]([CH3:31])([CH3:30])[CH2:27][S:28]([CH3:29])=[O:49])=[O:24])=[C:15]([CH3:38])[CH:14]=2)[N:4]=1. (3) Given the reactants [CH3:1][O:2][C:3]1[C:4]([O:28][CH3:29])=[CH:5][C:6]2[C:12]([C:13]3[CH:21]=[CH:20][C:16]([C:17]([OH:19])=O)=[CH:15][CH:14]=3)=[N:11][N:10]([C:22]([NH:24][CH3:25])=[O:23])[CH:9]([CH3:26])[CH2:8][C:7]=2[CH:27]=1.[C:30]([NH:33][NH2:34])(=O)[CH3:31].N1C=CN=C1.C1(P(C2C=CC=CC=2)C2C=CC=CC=2)C=CC=CC=1.C(Br)(Br)(Br)Br, predict the reaction product. The product is: [CH3:1][O:2][C:3]1[C:4]([O:28][CH3:29])=[CH:5][C:6]2[C:12]([C:13]3[CH:21]=[CH:20][C:16]([C:17]4[O:19][C:30]([CH3:31])=[N:33][N:34]=4)=[CH:15][CH:14]=3)=[N:11][N:10]([C:22]([NH:24][CH3:25])=[O:23])[CH:9]([CH3:26])[CH2:8][C:7]=2[CH:27]=1. (4) The product is: [CH2:15]([C:17]1[CH:25]=[C:24]2[C:20]([C:21]([C:26]3[C:27](=[O:28])[NH:14][C:12](=[O:13])[C:11]=3[C:9]3[CH:8]=[CH:7][CH:6]=[C:5]4[C:10]=3[N:2]([CH3:1])[CH:3]=[CH:4]4)=[CH:22][NH:23]2)=[CH:19][CH:18]=1)[CH3:16]. Given the reactants [CH3:1][N:2]1[C:10]2[C:5](=[CH:6][CH:7]=[CH:8][C:9]=2[CH2:11][C:12]([NH2:14])=[O:13])[CH:4]=[CH:3]1.[CH2:15]([C:17]1[CH:25]=[C:24]2[C:20]([C:21]([C:26](=O)[C:27](OC)=[O:28])=[CH:22][NH:23]2)=[CH:19][CH:18]=1)[CH3:16].CC(C)([O-])C.[K+].C1COCC1, predict the reaction product. (5) Given the reactants Cl[C:2]1[N:7]=[CH:6][C:5]2[N:8]=[C:9]([CH2:17][O:18][CH:19]3[CH2:24][CH2:23][CH2:22][CH2:21][O:20]3)[N:10]([C@H:11]([CH3:16])[C:12]([F:15])([F:14])[F:13])[C:4]=2[CH:3]=1.[CH:25]1([S:28]([N:31]2[CH:35]=[C:34]([C:36]3[N:41]=[C:40]([NH2:42])[CH:39]=[CH:38][N:37]=3)[CH:33]=[N:32]2)(=[O:30])=[O:29])[CH2:27][CH2:26]1.C1(P(C2CCCCC2)C2C=CC=CC=2C2C(C(C)C)=CC(C(C)C)=CC=2C(C)C)CCCCC1.C(=O)([O-])[O-].[Cs+].[Cs+], predict the reaction product. The product is: [CH:25]1([S:28]([N:31]2[CH:35]=[C:34]([C:36]3[N:41]=[C:40]([NH:42][C:2]4[N:7]=[CH:6][C:5]5[N:8]=[C:9]([CH2:17][O:18][CH:19]6[CH2:24][CH2:23][CH2:22][CH2:21][O:20]6)[N:10]([C@H:11]([CH3:16])[C:12]([F:15])([F:14])[F:13])[C:4]=5[CH:3]=4)[CH:39]=[CH:38][N:37]=3)[CH:33]=[N:32]2)(=[O:29])=[O:30])[CH2:27][CH2:26]1. (6) Given the reactants [CH3:1][O:2][C:3]([C:5]1([NH:15][C:16](=[O:35])[C:17]2[CH:22]=[CH:21][C:20]([O:23][CH3:24])=[C:19]([O:25][CH2:26][CH2:27][C:28]3[CH:29]=[C:30]([CH3:34])[CH:31]=[CH:32][CH:33]=3)[CH:18]=2)[CH2:14][CH2:13][C:8]2(OCC[O:9]2)[CH2:7][CH2:6]1)=[O:4].Cl, predict the reaction product. The product is: [CH3:1][O:2][C:3]([C:5]1([NH:15][C:16](=[O:35])[C:17]2[CH:22]=[CH:21][C:20]([O:23][CH3:24])=[C:19]([O:25][CH2:26][CH2:27][C:28]3[CH:29]=[C:30]([CH3:34])[CH:31]=[CH:32][CH:33]=3)[CH:18]=2)[CH2:6][CH2:7][C:8](=[O:9])[CH2:13][CH2:14]1)=[O:4]. (7) Given the reactants [CH2:1]([C:3]1[CH:11]=[CH:10][CH:9]=[C:8]([CH3:12])[C:4]=1[C:5](O)=[O:6])[CH3:2].C(Cl)(=O)C([Cl:16])=O, predict the reaction product. The product is: [CH2:1]([C:3]1[CH:11]=[CH:10][CH:9]=[C:8]([CH3:12])[C:4]=1[C:5]([Cl:16])=[O:6])[CH3:2]. (8) Given the reactants C[Si]([N-][Si](C)(C)C)(C)C.[Li+].C1(C(/[N:24]=[CH:25]/[C:26]([O:28][CH2:29][CH3:30])=[O:27])C2C=CC=CC=2)C=CC=CC=1.[O:31]1[CH2:35][CH2:34][CH:33]([C:36]([Cl:38])=[O:37])[CH2:32]1.Cl, predict the reaction product. The product is: [ClH:38].[NH2:24][CH:25]([C:36](=[O:37])[CH:33]1[CH2:34][CH2:35][O:31][CH2:32]1)[C:26]([O:28][CH2:29][CH3:30])=[O:27].